From a dataset of TCR-epitope binding with 47,182 pairs between 192 epitopes and 23,139 TCRs. Binary Classification. Given a T-cell receptor sequence (or CDR3 region) and an epitope sequence, predict whether binding occurs between them. (1) The epitope is VSFIEFVGW. The TCR CDR3 sequence is CATEGIVSYNEQFF. Result: 0 (the TCR does not bind to the epitope). (2) The epitope is TPQDLNTML. The TCR CDR3 sequence is CASSGREHEQYF. Result: 0 (the TCR does not bind to the epitope). (3) The epitope is TLIGDCATV. The TCR CDR3 sequence is CASSQFGTWGHEQFF. Result: 1 (the TCR binds to the epitope).